From a dataset of Reaction yield outcomes from USPTO patents with 853,638 reactions. Predict the reaction yield, written as a fraction of the theoretical maximum amount of product (1.0 means a 100% yield; for example, 0.34 means a 34% yield). The reactants are [OH:1][C:2]1[CH:9]=[CH:8][C:5]([CH:6]=[O:7])=[C:4]([N+:10]([O-:12])=[O:11])[C:3]=1[O:13][CH3:14].[Br:15]Br.O. The catalyst is CC(O)=O.II. The product is [Br:15][C:9]1[C:2]([OH:1])=[C:3]([O:13][CH3:14])[C:4]([N+:10]([O-:12])=[O:11])=[C:5]([CH:8]=1)[CH:6]=[O:7]. The yield is 0.980.